This data is from Reaction yield outcomes from USPTO patents with 853,638 reactions. The task is: Predict the reaction yield, written as a fraction of the theoretical maximum amount of product (1.0 means a 100% yield; for example, 0.34 means a 34% yield). (1) The reactants are [I:1][C:2]1[N:3]=[CH:4][N:5]([CH2:7][C:8]([CH3:11])([OH:10])[CH3:9])[CH:6]=1.O([Si:20]([C:23]([CH3:26])([CH3:25])[CH3:24])([CH3:22])[CH3:21])S(C(F)(F)F)(=O)=O. The catalyst is N1C(C)=CC=CC=1C. The product is [Si:20]([O:10][C:8]([CH3:11])([CH3:9])[CH2:7][N:5]1[CH:6]=[C:2]([I:1])[N:3]=[CH:4]1)([C:23]([CH3:26])([CH3:25])[CH3:24])([CH3:22])[CH3:21]. The yield is 0.740. (2) The reactants are Cl[C:2]1[CH:7]=[C:6]([C:8]2[C:12]3[C:13]([O:17][CH:18]4[CH2:23][CH2:22][O:21][CH2:20][CH2:19]4)=[N:14][CH:15]=[CH:16][C:11]=3[N:10](C(C3C=CC=CC=3)(C3C=CC=CC=3)C3C=CC=CC=3)[N:9]=2)[CH:5]=[CH:4][N:3]=1.Cl.[CH:44]12[NH:51][CH:48]([CH2:49][CH2:50]1)[CH2:47][O:46][CH2:45]2. No catalyst specified. The product is [O:21]1[CH2:20][CH2:19][CH:18]([O:17][C:13]2[C:12]3[C:8]([C:6]4[CH:5]=[CH:4][N:3]=[C:2]([N:51]5[CH:44]6[CH2:50][CH2:49][CH:48]5[CH2:47][O:46][CH2:45]6)[CH:7]=4)=[N:9][NH:10][C:11]=3[CH:16]=[CH:15][N:14]=2)[CH2:23][CH2:22]1. The yield is 0.240. (3) The reactants are [Br:1][C:2]1[N:10]2[C:5]([C:6](Cl)=[N:7][CH:8]=[N:9]2)=[CH:4][CH:3]=1.[CH3:12][S:13][Na]. The catalyst is C1COCC1. The product is [Br:1][C:2]1[N:10]2[C:5]([C:6]([S:13][CH3:12])=[N:7][CH:8]=[N:9]2)=[CH:4][CH:3]=1. The yield is 0.830. (4) The reactants are [Cl:1][C:2]1[C:3]([NH:9][C:10]2[CH:15]=[C:14](I)[CH:13]=[CH:12][C:11]=2[O:17][CH3:18])=[N:4][C:5]([NH2:8])=[N:6][CH:7]=1.[S:19]1[CH:23]=[CH:22][N:21]=[C:20]1[C:24]([OH:28])([C:26]#[CH:27])[CH3:25].CN(C=O)C.C(N(CC)CC)C. The catalyst is O.[Cu]I.Cl[Pd](Cl)([P](C1C=CC=CC=1)(C1C=CC=CC=1)C1C=CC=CC=1)[P](C1C=CC=CC=1)(C1C=CC=CC=1)C1C=CC=CC=1. The product is [NH2:8][C:5]1[N:4]=[C:3]([NH:9][C:10]2[CH:15]=[C:14]([C:27]#[C:26][C:24]([C:20]3[S:19][CH:23]=[CH:22][N:21]=3)([OH:28])[CH3:25])[CH:13]=[CH:12][C:11]=2[O:17][CH3:18])[C:2]([Cl:1])=[CH:7][N:6]=1. The yield is 0.364. (5) The reactants are [C:1]([NH:4][C:5]1[S:6][C:7]([C:11]2[N:12]=[C:13]([C:16](Cl)=[O:17])[S:14][CH:15]=2)=[C:8]([CH3:10])[N:9]=1)(=[O:3])[CH3:2].[OH:19][CH:20]1[CH2:25][CH2:24][NH:23][CH2:22][CH2:21]1.C(N(CC)CC)C. The catalyst is C1COCC1.C(Cl)Cl. The product is [OH:19][CH:20]1[CH2:25][CH2:24][N:23]([C:16]([C:13]2[S:14][CH:15]=[C:11]([C:7]3[S:6][C:5]([NH:4][C:1](=[O:3])[CH3:2])=[N:9][C:8]=3[CH3:10])[N:12]=2)=[O:17])[CH2:22][CH2:21]1. The yield is 0.400. (6) The reactants are [OH:1][CH2:2][C:3]1[CH:12]=[CH:11][C:10]2[C:5](=[CH:6][CH:7]=[C:8]([CH2:13][CH2:14][CH2:15][CH2:16][CH2:17][CH2:18][CH2:19][CH3:20])[CH:9]=2)[CH:4]=1. The catalyst is C(Cl)(Cl)(Cl)Cl.C(Cl)Cl.O=[Mn]=O. The product is [CH2:13]([C:8]1[CH:9]=[C:10]2[C:5](=[CH:6][CH:7]=1)[CH:4]=[C:3]([CH:2]=[O:1])[CH:12]=[CH:11]2)[CH2:14][CH2:15][CH2:16][CH2:17][CH2:18][CH2:19][CH3:20]. The yield is 0.940. (7) The reactants are [F:1][C:2]1[CH:3]=[C:4]([CH:8]=[C:9]([OH:11])[CH:10]=1)[C:5]([OH:7])=[O:6].C([O-])([O-])=O.[Cs+].[Cs+].O=[C:19]1[CH2:24][CH2:23][CH2:22][CH2:21][CH:20]1C(OCC)=O. No catalyst specified. The product is [F:1][C:2]1[CH:3]=[C:4]([CH:8]=[C:9]([O:11][C:19]2[CH:24]=[CH:23][CH:22]=[CH:21][CH:20]=2)[CH:10]=1)[C:5]([OH:7])=[O:6]. The yield is 0.720. (8) The reactants are [NH2:1][C:2]1[CH:3]=[C:4]([CH:21]=[CH:22][C:23]=1[Cl:24])[O:5][C:6]1[CH:7]=[CH:8][C:9]2[N:10]([CH:12]=[C:13]([NH:15][C:16]([CH:18]3[CH2:20][CH2:19]3)=[O:17])[N:14]=2)[N:11]=1.[CH:25]1([C:28](Cl)=[O:29])[CH2:27][CH2:26]1.C(N(CC)CC)C. The catalyst is O1CCCC1. The product is [Cl:24][C:23]1[CH:22]=[CH:21][C:4]([O:5][C:6]2[CH:7]=[CH:8][C:9]3[N:10]([CH:12]=[C:13]([NH:15][C:16]([CH:18]4[CH2:20][CH2:19]4)=[O:17])[N:14]=3)[N:11]=2)=[CH:3][C:2]=1[NH:1][C:28]([CH:25]1[CH2:27][CH2:26]1)=[O:29]. The yield is 0.870. (9) The reactants are C[O:2][C:3](=[O:44])[CH:4]([NH:14][C:15]([C:17]1[N:18]=[C:19]([C:34]2[CH:39]=[CH:38][C:37]([C:40]([F:43])([F:42])[F:41])=[CH:36][CH:35]=2)[S:20][C:21]=1[C:22]1[CH:27]=[CH:26][C:25]([C:28]2[CH:33]=[CH:32][CH:31]=[CH:30][CH:29]=2)=[CH:24][CH:23]=1)=[O:16])[CH2:5][S:6][CH2:7][C:8]1[CH:13]=[CH:12][CH:11]=[CH:10][CH:9]=1.[OH-].[Na+]. The catalyst is C1COCC1. The product is [CH2:7]([S:6][CH2:5][C@H:4]([NH:14][C:15]([C:17]1[N:18]=[C:19]([C:34]2[CH:39]=[CH:38][C:37]([C:40]([F:43])([F:42])[F:41])=[CH:36][CH:35]=2)[S:20][C:21]=1[C:22]1[CH:27]=[CH:26][C:25]([C:28]2[CH:33]=[CH:32][CH:31]=[CH:30][CH:29]=2)=[CH:24][CH:23]=1)=[O:16])[C:3]([OH:44])=[O:2])[C:8]1[CH:13]=[CH:12][CH:11]=[CH:10][CH:9]=1. The yield is 0.280.